Dataset: Catalyst prediction with 721,799 reactions and 888 catalyst types from USPTO. Task: Predict which catalyst facilitates the given reaction. (1) Reactant: [CH2:1]([O:8][C:9]1[CH:10]=[C:11]([CH:16]=[C:17](OS(C(F)(F)F)(=O)=O)[C:18]=1[CH3:19])[C:12]([O:14][CH3:15])=[O:13])[C:2]1[CH:7]=[CH:6][CH:5]=[CH:4][CH:3]=1.[B:28]1([B:28]2[O:32][C:31]([CH3:34])([CH3:33])[C:30]([CH3:36])([CH3:35])[O:29]2)[O:32][C:31]([CH3:34])([CH3:33])[C:30]([CH3:36])([CH3:35])[O:29]1. Product: [CH2:1]([O:8][C:9]1[CH:10]=[C:11]([CH:16]=[C:17]([B:28]2[O:32][C:31]([CH3:34])([CH3:33])[C:30]([CH3:36])([CH3:35])[O:29]2)[C:18]=1[CH3:19])[C:12]([O:14][CH3:15])=[O:13])[C:2]1[CH:7]=[CH:6][CH:5]=[CH:4][CH:3]=1. The catalyst class is: 75. (2) Reactant: [Si:1]([O:18][CH2:19][CH2:20][CH:21]1[NH:26][C:25](=O)[CH:24]([CH3:28])[O:23][CH2:22]1)([C:14]([CH3:17])([CH3:16])[CH3:15])([C:8]1[CH:13]=[CH:12][CH:11]=[CH:10][CH:9]=1)[C:2]1[CH:7]=[CH:6][CH:5]=[CH:4][CH:3]=1. Product: [Si:1]([O:18][CH2:19][CH2:20][CH:21]1[NH:26][CH2:25][CH:24]([CH3:28])[O:23][CH2:22]1)([C:14]([CH3:15])([CH3:16])[CH3:17])([C:2]1[CH:3]=[CH:4][CH:5]=[CH:6][CH:7]=1)[C:8]1[CH:13]=[CH:12][CH:11]=[CH:10][CH:9]=1. The catalyst class is: 7. (3) Reactant: [F:1][C:2]1[CH:14]=[C:13]2[C:5]([C:6]3[CH2:7][CH2:8][NH:9][CH2:10][C:11]=3[NH:12]2)=[CH:4][CH:3]=1. Product: [F:1][C:2]1[CH:14]=[C:13]2[C:5]([C:6]3[CH:7]=[CH:8][N:9]=[CH:10][C:11]=3[NH:12]2)=[CH:4][CH:3]=1. The catalyst class is: 45. (4) Reactant: [CH2:1]([O:8][C:9]([C@:11]1([C:25]2([OH:29])[CH2:28][CH2:27][CH2:26]2)[CH2:15][C@H:14]([NH:16][C@@H:17]2[C@H:22]([O:23][CH3:24])[CH2:21][O:20][CH2:19][CH2:18]2)[CH:13]=[CH:12]1)=[O:10])[C:2]1[CH:7]=[CH:6][CH:5]=[CH:4][CH:3]=1.C(N(C(C)C)CC)(C)C.[F:39][C:40]([F:51])([F:50])[C:41](O[C:41](=[O:42])[C:40]([F:51])([F:50])[F:39])=[O:42].C([O-])(=O)CC(CC([O-])=O)(C([O-])=O)O.[Na+].[Na+].[Na+]. Product: [CH2:1]([O:8][C:9]([C@:11]1([C:25]2([OH:29])[CH2:28][CH2:27][CH2:26]2)[CH2:15][C@H:14]([N:16]([C:41](=[O:42])[C:40]([F:51])([F:50])[F:39])[C@@H:17]2[C@H:22]([O:23][CH3:24])[CH2:21][O:20][CH2:19][CH2:18]2)[CH:13]=[CH:12]1)=[O:10])[C:2]1[CH:3]=[CH:4][CH:5]=[CH:6][CH:7]=1. The catalyst class is: 4. (5) Reactant: [F:1][C:2]1[CH:3]=[C:4]([C@@H:9]2[CH2:13][N:12]([CH2:14][CH2:15][O:16][CH3:17])[CH2:11][C@H:10]2[NH:18][C:19]([NH:21][C:22]2[N:26]([C:27]3[CH:32]=[CH:31][CH:30]=[CH:29][CH:28]=3)[N:25]=[C:24]([C:33]3[CH:34]=[N:35][CH:36]=[CH:37][CH:38]=3)[CH:23]=2)=[O:20])[CH:5]=[CH:6][C:7]=1[F:8].[Cl:39]N1C(=O)CCC1=O.CC1C=CC(S([O-])(=O)=O)=CC=1.[NH+]1C=CC=CC=1. Product: [Cl:39][C:23]1[C:24]([C:33]2[CH:34]=[N:35][CH:36]=[CH:37][CH:38]=2)=[N:25][N:26]([C:27]2[CH:32]=[CH:31][CH:30]=[CH:29][CH:28]=2)[C:22]=1[NH:21][C:19]([NH:18][C@H:10]1[C@H:9]([C:4]2[CH:5]=[CH:6][C:7]([F:8])=[C:2]([F:1])[CH:3]=2)[CH2:13][N:12]([CH2:14][CH2:15][O:16][CH3:17])[CH2:11]1)=[O:20]. The catalyst class is: 2. (6) Reactant: O.[OH-].[Li+].C[O:5][C:6]([C:8]1[C:16]2[C:11](=[CH:12][CH:13]=[C:14]([CH3:17])[CH:15]=2)[N:10]([C:18]2[C:27]3[C:22](=[CH:23][CH:24]=[CH:25][CH:26]=3)[CH:21]=[CH:20][N:19]=2)[CH:9]=1)=[O:7]. The catalyst class is: 30. Product: [C:6]([C:8]1[C:16]2[C:11](=[CH:12][CH:13]=[C:14]([CH3:17])[CH:15]=2)[N:10]([C:18]2[C:27]3[C:22](=[CH:23][CH:24]=[CH:25][CH:26]=3)[CH:21]=[CH:20][N:19]=2)[CH:9]=1)([OH:7])=[O:5]. (7) Reactant: [I:1][C:2]1[CH:3]=[N:4][N:5]([CH2:8][C:9]2([OH:15])[CH2:14][CH2:13][CH2:12][CH2:11][CH2:10]2)[C:6]=1[CH3:7].[H-].[Na+].Br[CH2:19][CH2:20][O:21][CH3:22].CN(C)P(N(C)C)(N(C)C)=O. Product: [I:1][C:2]1[CH:3]=[N:4][N:5]([CH2:8][C:9]2([O:15][CH2:19][CH2:20][O:21][CH3:22])[CH2:10][CH2:11][CH2:12][CH2:13][CH2:14]2)[C:6]=1[CH3:7]. The catalyst class is: 54. (8) Reactant: [C:1]1([C:7]2[C:8](=O)[CH:9]([C:24]3[CH:29]=[CH:28][CH:27]=[CH:26][CH:25]=3)[CH:10]([C:18]3[CH:23]=[CH:22][CH:21]=[CH:20][CH:19]=3)[C:11]=2[C:12]2[CH:17]=[CH:16][CH:15]=[CH:14][CH:13]=2)[CH:6]=[CH:5][CH:4]=[CH:3][CH:2]=1.C([C:33]1[CH:38]=[CH:37][C:36]([Li])=[CH:35][CH:34]=1)=C.Br[CH:41]=[CH:42]C1C=CC=CC=1. Product: [C:1]1([C:7]2[CH:8]([C:33]3[CH:38]=[CH:37][CH:36]=[CH:35][CH:34]=3)[C:9]([C:24]3[CH:29]=[CH:28][CH:27]=[CH:26][CH:25]=3)=[C:10]([C:18]3[CH:23]=[CH:22][C:21]([CH:41]=[CH2:42])=[CH:20][CH:19]=3)[C:11]=2[C:12]2[CH:17]=[CH:16][CH:15]=[CH:14][CH:13]=2)[CH:6]=[CH:5][CH:4]=[CH:3][CH:2]=1. The catalyst class is: 28. (9) Reactant: Br[C:2]1[N:7]=[C:6]([Cl:8])[C:5]([NH:9][C:10](=[O:13])[CH2:11][CH3:12])=[C:4]([CH3:14])[CH:3]=1.[Li+].[Br-].[CH2:17]([Mg]Br)[CH:18]=[CH2:19].[NH4+].[Cl-]. Product: [CH2:19]([C:2]1[N:7]=[C:6]([Cl:8])[C:5]([NH:9][C:10](=[O:13])[CH2:11][CH3:12])=[C:4]([CH3:14])[CH:3]=1)[CH:18]=[CH2:17]. The catalyst class is: 56. (10) The catalyst class is: 17. Reactant: [O:1]1[C:5]2[CH:6]=[CH:7][C:8]([C:10]3([C:13](Cl)=[O:14])[CH2:12][CH2:11]3)=[CH:9][C:4]=2[O:3][CH2:2]1.[Cl:16][C:17]1[CH:32]=[CH:31][C:20]([O:21][CH:22]([C:24]2[CH:29]=[CH:28][N:27]=[C:26]([NH2:30])[N:25]=2)[CH3:23])=[CH:19][CH:18]=1. Product: [O:1]1[C:5]2[CH:6]=[CH:7][C:8]([C:10]3([C:13]([NH:30][C:26]4[N:25]=[C:24]([CH:22]([O:21][C:20]5[CH:31]=[CH:32][C:17]([Cl:16])=[CH:18][CH:19]=5)[CH3:23])[CH:29]=[CH:28][N:27]=4)=[O:14])[CH2:12][CH2:11]3)=[CH:9][C:4]=2[O:3][CH2:2]1.